Dataset: Forward reaction prediction with 1.9M reactions from USPTO patents (1976-2016). Task: Predict the product of the given reaction. (1) Given the reactants [C:1]1([O:8][CH3:9])[C:2](=[CH:4][CH:5]=[CH:6][CH:7]=1)[OH:3].[CH2:10](Br)[C:11]#[CH:12].C([O-])([O-])=O.[K+].[K+], predict the reaction product. The product is: [CH3:9][O:8][C:1]1[CH:7]=[CH:6][CH:5]=[CH:4][C:2]=1[O:3][CH2:12][CH:11]=[CH2:10]. (2) Given the reactants CC1C=CC(S(N[C@H](CC#C)C)(=O)=O)=CC=1.[F:17][C:18]1[CH:23]=[CH:22][C:21]([C@H:24]([NH:32][S:33]([C:36]2[CH:41]=[CH:40][CH:39]=[C:38]([C:42]([F:45])([F:44])[F:43])[CH:37]=2)(=[O:35])=[O:34])[CH2:25][C:26]#[C:27][Si](C)(C)C)=[CH:20][CH:19]=1, predict the reaction product. The product is: [F:17][C:18]1[CH:19]=[CH:20][C:21]([C@H:24]([NH:32][S:33]([C:36]2[CH:41]=[CH:40][CH:39]=[C:38]([C:42]([F:45])([F:43])[F:44])[CH:37]=2)(=[O:35])=[O:34])[CH2:25][C:26]#[CH:27])=[CH:22][CH:23]=1. (3) Given the reactants [Br:1][C:2]1[CH:13]=[CH:12][C:5]([CH2:6][CH:7]([C:10]#[N:11])[C:8]#[N:9])=[CH:4][CH:3]=1.[H-].[Na+].Br[CH2:17][CH2:18][C:19]([F:22])([F:21])[F:20], predict the reaction product. The product is: [Br:1][C:2]1[CH:3]=[CH:4][C:5]([CH2:6][C:7]([CH2:17][CH2:18][C:19]([F:22])([F:21])[F:20])([C:8]#[N:9])[C:10]#[N:11])=[CH:12][CH:13]=1. (4) Given the reactants [Cl:1][C:2]1[CH:7]=[CH:6][C:5]([C:8](=[O:12])[C:9]([OH:11])=O)=[CH:4][CH:3]=1.S(Cl)(Cl)=O.[NH2:17][C:18]1[C:19]([Cl:24])=[N:20][CH:21]=[CH:22][CH:23]=1.CC1C=CC(C(C(Cl)=O)=O)=CC=1, predict the reaction product. The product is: [Cl:24][C:19]1[C:18]([NH:17][C:9](=[O:11])[C:8](=[O:12])[C:5]2[CH:4]=[CH:3][C:2]([Cl:1])=[CH:7][CH:6]=2)=[CH:23][CH:22]=[CH:21][N:20]=1. (5) Given the reactants [F:1][C:2]1[CH:3]=[C:4]([NH:8][C:9]([C:11]2[NH:12][C:13]3[C:18]([CH:19]=2)=[CH:17][C:16]([C:20]2[CH:21]=[N:22][CH:23]=[CH:24][CH:25]=2)=[CH:15][CH:14]=3)=[O:10])[CH:5]=[CH:6][CH:7]=1.[CH3:26][O:27][CH2:28][CH2:29]Br.[BH4-].[Na+].C([O-])=O.[NH4+], predict the reaction product. The product is: [F:1][C:2]1[CH:3]=[C:4]([NH:8][C:9]([C:11]2[NH:12][C:13]3[C:18]([CH:19]=2)=[CH:17][C:16]([CH:20]2[CH2:25][CH2:24][CH2:23][N:22]([CH2:29][CH2:28][O:27][CH3:26])[CH2:21]2)=[CH:15][CH:14]=3)=[O:10])[CH:5]=[CH:6][CH:7]=1. (6) Given the reactants [NH:1]([C:8]1[N:13]=[C:12]([C:14]2[N:18]([CH3:19])[C:17]([CH3:20])=[N:16][CH:15]=2)[CH:11]=[CH:10][N:9]=1)[C:2]1[CH:7]=[CH:6][CH:5]=[CH:4][CH:3]=1.[CH2:21]([Li])[CH2:22][CH2:23]C.CCCCCC.C(I)CC, predict the reaction product. The product is: [NH:1]([C:8]1[N:13]=[C:12]([C:14]2[N:18]([CH3:19])[C:17]([CH2:20][CH2:21][CH2:22][CH3:23])=[N:16][CH:15]=2)[CH:11]=[CH:10][N:9]=1)[C:2]1[CH:7]=[CH:6][CH:5]=[CH:4][CH:3]=1. (7) Given the reactants [Br:1][C:2]1[C:7]([F:8])=[CH:6][C:5]([OH:9])=[C:4]([O:10][CH3:11])[CH:3]=1.Cl.Cl[CH2:14][C:15]1[CH:16]=[CH:17][C:18]([O:21][CH3:22])=[N:19][CH:20]=1.C(=O)([O-])[O-].[K+].[K+], predict the reaction product. The product is: [Br:1][C:2]1[C:7]([F:8])=[CH:6][C:5]([O:9][CH2:14][C:15]2[CH:16]=[CH:17][C:18]([O:21][CH3:22])=[N:19][CH:20]=2)=[C:4]([O:10][CH3:11])[CH:3]=1. (8) Given the reactants Br[C:2]1[CH:3]=[C:4]([S:8][CH3:9])[CH:5]=[CH:6][CH:7]=1.C([Li])CCC.[C:15]([O:19][C:20]([N:22]1[CH2:26][CH2:25][CH2:24][C:23]1=[O:27])=[O:21])([CH3:18])([CH3:17])[CH3:16].[Cl-].[NH4+], predict the reaction product. The product is: [C:15]([O:19][C:20](=[O:21])[NH:22][CH2:26][CH2:25][CH2:24][C:23]([C:2]1[CH:7]=[CH:6][CH:5]=[C:4]([S:8][CH3:9])[CH:3]=1)=[O:27])([CH3:18])([CH3:16])[CH3:17]. (9) Given the reactants [CH3:1][O:2][C:3]1[C:8]2[N:9]=[C:10]([NH:12][C:13](=[O:22])[C:14]3[CH:19]=[CH:18][N:17]=[C:16]([CH:20]=[CH2:21])[CH:15]=3)[S:11][C:7]=2[C:6]([CH:23]2[CH2:28][CH2:27][O:26][CH2:25][CH2:24]2)=[CH:5][CH:4]=1, predict the reaction product. The product is: [CH2:20]([C:16]1[CH:15]=[C:14]([CH:19]=[CH:18][N:17]=1)[C:13]([NH:12][C:10]1[S:11][C:7]2[C:6]([CH:23]3[CH2:24][CH2:25][O:26][CH2:27][CH2:28]3)=[CH:5][CH:4]=[C:3]([O:2][CH3:1])[C:8]=2[N:9]=1)=[O:22])[CH3:21]. (10) Given the reactants [C:1]([Li:5])([CH3:4])([CH3:3])[CH3:2].Br[C:7]1[CH:12]=[CH:11][C:10]([CH3:13])=[CH:9][CH:8]=1.[CH3:14][C:15]1(C)CC=C(OS(C(F)(F)F)(=O)=O)[C:21]2[CH:20]=[C:19]([C:33]#[C:34][C:35]3[CH:45]=[CH:44][C:38]([C:39]([O:41][CH2:42][CH3:43])=[O:40])=[CH:37][CH:36]=3)[CH:18]=[CH:17][C:16]1=2, predict the reaction product. The product is: [Li:5][C:7]1[CH:12]=[CH:11][C:10]([CH3:13])=[CH:9][CH:8]=1.[CH3:2][C:1]1([CH3:4])[CH2:14][CH:15]=[C:16]([C:7]2[CH:12]=[CH:11][C:10]([CH3:13])=[CH:9][CH:8]=2)[C:17]2[CH:18]=[C:19]([C:33]#[C:34][C:35]3[CH:36]=[CH:37][C:38]([C:39]([O:41][CH2:42][CH3:43])=[O:40])=[CH:44][CH:45]=3)[CH:20]=[CH:21][C:3]1=2.